From a dataset of Forward reaction prediction with 1.9M reactions from USPTO patents (1976-2016). Predict the product of the given reaction. The product is: [OH:1][C:2]([CH3:34])([CH3:35])[CH2:3][C@@:4]1([C:28]2[CH:33]=[CH:32][CH:31]=[CH:30][CH:29]=2)[O:9][C:8](=[O:10])[N:7]([C@H:11]([C:13]2[CH:14]=[CH:15][C:16]([C:37]3[S:38][C:39]([CH3:42])=[N:40][N:41]=3)=[CH:17][CH:18]=2)[CH3:12])[CH2:6][CH2:5]1. Given the reactants [OH:1][C:2]([CH3:35])([CH3:34])[CH2:3][C@@:4]1([C:28]2[CH:33]=[CH:32][CH:31]=[CH:30][CH:29]=2)[O:9][C:8](=[O:10])[N:7]([C@H:11]([C:13]2[CH:18]=[CH:17][C:16](B3OC(C)(C)C(C)(C)O3)=[CH:15][CH:14]=2)[CH3:12])[CH2:6][CH2:5]1.Br[C:37]1[S:38][C:39]([CH3:42])=[N:40][N:41]=1, predict the reaction product.